From a dataset of TCR-epitope binding with 47,182 pairs between 192 epitopes and 23,139 TCRs. Binary Classification. Given a T-cell receptor sequence (or CDR3 region) and an epitope sequence, predict whether binding occurs between them. The epitope is FRYMNSQGL. The TCR CDR3 sequence is CSVGSGEDSPQYF. Result: 0 (the TCR does not bind to the epitope).